From a dataset of NCI-60 drug combinations with 297,098 pairs across 59 cell lines. Regression. Given two drug SMILES strings and cell line genomic features, predict the synergy score measuring deviation from expected non-interaction effect. (1) Drug 1: C1=C(C(=O)NC(=O)N1)N(CCCl)CCCl. Drug 2: CC1C(C(CC(O1)OC2CC(CC3=C2C(=C4C(=C3O)C(=O)C5=CC=CC=C5C4=O)O)(C(=O)C)O)N)O. Cell line: A498. Synergy scores: CSS=85.9, Synergy_ZIP=4.36, Synergy_Bliss=4.90, Synergy_Loewe=10.9, Synergy_HSA=12.2. (2) Drug 1: CCC1=C2CN3C(=CC4=C(C3=O)COC(=O)C4(CC)O)C2=NC5=C1C=C(C=C5)O. Drug 2: CC1=C(C(=O)C2=C(C1=O)N3CC4C(C3(C2COC(=O)N)OC)N4)N. Cell line: U251. Synergy scores: CSS=55.5, Synergy_ZIP=-2.30, Synergy_Bliss=-2.90, Synergy_Loewe=0.488, Synergy_HSA=5.96. (3) Drug 1: CC1C(C(=O)NC(C(=O)N2CCCC2C(=O)N(CC(=O)N(C(C(=O)O1)C(C)C)C)C)C(C)C)NC(=O)C3=C4C(=C(C=C3)C)OC5=C(C(=O)C(=C(C5=N4)C(=O)NC6C(OC(=O)C(N(C(=O)CN(C(=O)C7CCCN7C(=O)C(NC6=O)C(C)C)C)C)C(C)C)C)N)C. Drug 2: CC1=C2C(C(=O)C3(C(CC4C(C3C(C(C2(C)C)(CC1OC(=O)C(C(C5=CC=CC=C5)NC(=O)OC(C)(C)C)O)O)OC(=O)C6=CC=CC=C6)(CO4)OC(=O)C)O)C)O. Cell line: ACHN. Synergy scores: CSS=4.57, Synergy_ZIP=-0.971, Synergy_Bliss=1.29, Synergy_Loewe=0.0109, Synergy_HSA=0.268. (4) Drug 1: CCCCCOC(=O)NC1=NC(=O)N(C=C1F)C2C(C(C(O2)C)O)O. Drug 2: C1=CC=C(C=C1)NC(=O)CCCCCCC(=O)NO. Cell line: HCT-15. Synergy scores: CSS=-1.25, Synergy_ZIP=1.52, Synergy_Bliss=2.74, Synergy_Loewe=-5.49, Synergy_HSA=-2.15. (5) Cell line: SW-620. Synergy scores: CSS=6.46, Synergy_ZIP=-0.151, Synergy_Bliss=3.84, Synergy_Loewe=0.259, Synergy_HSA=0.356. Drug 1: C1=CC(=CC=C1C#N)C(C2=CC=C(C=C2)C#N)N3C=NC=N3. Drug 2: CN(C(=O)NC(C=O)C(C(C(CO)O)O)O)N=O.